Dataset: Peptide-MHC class I binding affinity with 185,985 pairs from IEDB/IMGT. Task: Regression. Given a peptide amino acid sequence and an MHC pseudo amino acid sequence, predict their binding affinity value. This is MHC class I binding data. (1) The binding affinity (normalized) is 0.877. The peptide sequence is GLEAYIQGI. The MHC is HLA-A02:01 with pseudo-sequence HLA-A02:01. (2) The peptide sequence is TAYIGTSNWT. The MHC is HLA-A02:02 with pseudo-sequence HLA-A02:02. The binding affinity (normalized) is 0.309. (3) The binding affinity (normalized) is 0. The MHC is HLA-A01:01 with pseudo-sequence HLA-A01:01. The peptide sequence is AHIDNYNKF. (4) The peptide sequence is TTFPVNGGY. The MHC is HLA-B15:01 with pseudo-sequence HLA-B15:01. The binding affinity (normalized) is 0.528. (5) The binding affinity (normalized) is 0.0847. The peptide sequence is YSLEYFQFVKK. The MHC is HLA-B40:02 with pseudo-sequence HLA-B40:02.